This data is from Reaction yield outcomes from USPTO patents with 853,638 reactions. The task is: Predict the reaction yield, written as a fraction of the theoretical maximum amount of product (1.0 means a 100% yield; for example, 0.34 means a 34% yield). (1) The reactants are Cl[C:2]1[N:7]=[CH:6][C:5]([C:8]([C:10]2[C:18]3[C:13](=[N:14][CH:15]=[CH:16][CH:17]=3)[NH:12][CH:11]=2)=[O:9])=[CH:4][CH:3]=1.[F:19][C:20]([F:30])([F:29])[C:21]1[CH:28]=[CH:27][C:24]([CH2:25][NH2:26])=[CH:23][CH:22]=1.O1CCCC1.C(P(C(C)(C)C)C1C=CC=CC=1C1C=CC=CC=1)(C)(C)C. The catalyst is C([O-])(=O)C.[Pd+2].C([O-])(=O)C.O. The product is [NH:12]1[C:13]2=[N:14][CH:15]=[CH:16][CH:17]=[C:18]2[C:10]([C:8]([C:5]2[CH:6]=[N:7][C:2]([NH:26][CH2:25][C:24]3[CH:23]=[CH:22][C:21]([C:20]([F:19])([F:29])[F:30])=[CH:28][CH:27]=3)=[CH:3][CH:4]=2)=[O:9])=[CH:11]1. The yield is 0.185. (2) The reactants are Br[C:2]1[CH:7]=[CH:6][C:5]([F:8])=[CH:4][C:3]=1[N:9]1[CH:13]=[CH:12][N:11]=[N:10]1.[C:14]([Cu])#[N:15]. The catalyst is CN1C(=O)CCC1. The product is [F:8][C:5]1[CH:6]=[CH:7][C:2]([C:14]#[N:15])=[C:3]([N:9]2[CH:13]=[CH:12][N:11]=[N:10]2)[CH:4]=1. The yield is 0.610. (3) The reactants are [F:1][C:2]1[C:3]([C:8]2[CH:9]=[CH:10][C:11]3[N:12]([C:14]([NH:17][C:18]4[CH:19]=[N:20][CH:21]=[CH:22][C:23]=4[N:24]4[CH2:29][CH2:28][CH2:27][C@H:26]([NH:30]C(=O)OC(C)(C)C)[CH2:25]4)=[N:15][N:16]=3)[N:13]=2)=[N:4][CH:5]=[CH:6][CH:7]=1.[C:38]([OH:44])([C:40]([F:43])([F:42])[F:41])=[O:39]. The catalyst is C(Cl)Cl. The product is [F:41][C:40]([F:43])([F:42])[C:38]([OH:44])=[O:39].[F:41][C:40]([F:43])([F:42])[C:38]([OH:44])=[O:39].[NH2:30][C@H:26]1[CH2:27][CH2:28][CH2:29][N:24]([C:23]2[CH:22]=[CH:21][N:20]=[CH:19][C:18]=2[NH:17][C:14]2[N:12]3[N:13]=[C:8]([C:3]4[C:2]([F:1])=[CH:7][CH:6]=[CH:5][N:4]=4)[CH:9]=[CH:10][C:11]3=[N:16][N:15]=2)[CH2:25]1. The yield is 0.510. (4) The yield is 0.900. The product is [OH:8][C@@H:9]([CH3:12])[C@H:10]([CH3:11])[C@@H:6]([C:7]([OH:13])=[O:17])[NH2:5]. The catalyst is O. The reactants are O[Li].O.Cl.[NH2:5][C@H:6]1[C@@H:10]([CH3:11])[C@H:9]([CH3:12])[O:8][C:7]1=[O:13].N[C@H]1[C@@H](C)[C@H](C)[O:17]C1=O.C(O)(=O)C. (5) The reactants are [CH3:1][N:2]1[CH2:7][CH2:6][N:5]([C:8]2[CH:9]=[CH:10][C:11]([N+:15]([O-])=O)=[C:12]([CH:14]=2)[NH2:13])[CH2:4][CH2:3]1.Cl.C(O[C:22](=N)[CH2:23][C:24]([O:26][CH2:27][CH3:28])=[O:25])C.[OH-].[Na+]. The catalyst is O. The product is [CH2:27]([O:26][C:24](=[O:25])[CH2:23][C:22]1[NH:13][C:12]2[CH:14]=[C:8]([N:5]3[CH2:6][CH2:7][N:2]([CH3:1])[CH2:3][CH2:4]3)[CH:9]=[CH:10][C:11]=2[N:15]=1)[CH3:28]. The yield is 0.901.